Dataset: Reaction yield outcomes from USPTO patents with 853,638 reactions. Task: Predict the reaction yield, written as a fraction of the theoretical maximum amount of product (1.0 means a 100% yield; for example, 0.34 means a 34% yield). (1) The product is [CH2:14]1[C:15]2([CH2:17][CH2:18][NH:19][CH2:20][CH2:21]2)[CH2:16][CH:13]1[N:11]1[CH:12]=[C:8]([C:5]2[CH:4]=[C:3]([O:29][C@@H:30]([C:32]3[C:37]([Cl:38])=[CH:36][CH:35]=[C:34]([F:39])[C:33]=3[Cl:40])[CH3:31])[C:2]([NH2:1])=[N:7][CH:6]=2)[CH:9]=[N:10]1. The reactants are [NH2:1][C:2]1[N:7]=[CH:6][C:5]([C:8]2[CH:9]=[N:10][N:11]([CH:13]3[CH2:16][C:15]4([CH2:21][CH2:20][N:19](C(OC(C)(C)C)=O)[CH2:18][CH2:17]4)[CH2:14]3)[CH:12]=2)=[CH:4][C:3]=1[O:29][C@@H:30]([C:32]1[C:37]([Cl:38])=[CH:36][CH:35]=[C:34]([F:39])[C:33]=1[Cl:40])[CH3:31].C([O-])([O-])=O.[Na+].[Na+].O. The yield is 0.880. The catalyst is C(O)=O.CCOC(C)=O. (2) The reactants are C(O[C:6](=O)[NH:7][C:8]1[CH:13]=[C:12]([F:14])[C:11]([Cl:15])=[CH:10][C:9]=1[NH2:16])(C)(C)C.[CH:18]1([CH:24]=O)[CH2:23][CH2:22][CH2:21][CH2:20][CH2:19]1.[Cl:26][C:27]1[CH:37]=[CH:36][C:30]([O:31][CH2:32]C(O)=O)=[CH:29][CH:28]=1.[CH:38]1([N+:44]#[C-:45])[CH2:43][CH2:42][CH2:41][CH2:40][CH2:39]1.Cl.C[OH:48]. The catalyst is O1CCOCC1. The product is [Cl:15][C:11]1[C:12]([F:14])=[CH:13][C:8]2[N:7]=[C:6]([CH2:32][O:31][C:30]3[CH:29]=[CH:28][C:27]([Cl:26])=[CH:37][CH:36]=3)[N:16]([CH:24]([CH:18]3[CH2:19][CH2:20][CH2:21][CH2:22][CH2:23]3)[C:45]([NH:44][CH:38]3[CH2:43][CH2:42][CH2:41][CH2:40][CH2:39]3)=[O:48])[C:9]=2[CH:10]=1. The yield is 0.370. (3) The reactants are Br[C:2]1[CH:7]=[CH:6][C:5]([C:8]2[N:12]3[CH:13]=[CH:14][CH:15]=[N:16][C:11]3=[N:10][C:9]=2[CH3:17])=[CH:4][CH:3]=1.[CH3:18][Sn](C)(C)C. The catalyst is Cl[Pd](Cl)([P](C1C=CC=CC=1)(C1C=CC=CC=1)C1C=CC=CC=1)[P](C1C=CC=CC=1)(C1C=CC=CC=1)C1C=CC=CC=1.CN(C=O)C. The product is [CH3:17][C:9]1[N:10]=[C:11]2[N:16]=[CH:15][CH:14]=[CH:13][N:12]2[C:8]=1[C:5]1[CH:6]=[CH:7][C:2]([CH3:18])=[CH:3][CH:4]=1. The yield is 0.640.